This data is from Forward reaction prediction with 1.9M reactions from USPTO patents (1976-2016). The task is: Predict the product of the given reaction. (1) Given the reactants [C:1]([O:5][C:6]([N:8]1[CH2:13][CH2:12][CH:11]([C:14]2[CH:15]=[N:16][C:17]([NH2:20])=[CH:18][CH:19]=2)[CH2:10][CH2:9]1)=[O:7])([CH3:4])([CH3:3])[CH3:2].[Br:21][C:22]1[CH:23]=[C:24](I)[C:25]2[N:26]([CH:28]=[CH:29][N:30]=2)[CH:27]=1.CC1(C)C2C(=C(P(C3C=CC=CC=3)C3C=CC=CC=3)C=CC=2)OC2C(P(C3C=CC=CC=3)C3C=CC=CC=3)=CC=CC1=2.C([O-])([O-])=O.[Cs+].[Cs+], predict the reaction product. The product is: [C:1]([O:5][C:6]([N:8]1[CH2:9][CH2:10][CH:11]([C:14]2[CH:15]=[N:16][C:17]([NH:20][C:24]3[C:25]4[N:26]([CH:28]=[CH:29][N:30]=4)[CH:27]=[C:22]([Br:21])[CH:23]=3)=[CH:18][CH:19]=2)[CH2:12][CH2:13]1)=[O:7])([CH3:4])([CH3:2])[CH3:3]. (2) Given the reactants [CH3:1][CH2:2][C:3]([C:5]1[CH:10]=[CH:9][C:8]([Cl:11])=[CH:7][CH:6]=1)=[O:4].C([O:16][N:17]=O)(C)(C)C.O1CCCC1.Cl.C(=O)([O-])[O-].[Na+].[Na+].CC1CCCCC1, predict the reaction product. The product is: [Cl:11][C:8]1[CH:7]=[CH:6][C:5]([C:3](=[O:4])/[C:2](=[N:17]/[OH:16])/[CH3:1])=[CH:10][CH:9]=1.